From a dataset of Full USPTO retrosynthesis dataset with 1.9M reactions from patents (1976-2016). Predict the reactants needed to synthesize the given product. The reactants are: [Cl:1][C:2]1[N:7]=[CH:6][C:5]([N:8]([CH3:23])[C:9](=[O:22])[C:10]([C:13]2[CH:18]=[C:17]([O:19]C)[CH:16]=[C:15]([Cl:21])[CH:14]=2)([CH3:12])[CH3:11])=[C:4]([C:24]2[CH:29]=[CH:28][CH:27]=[CH:26][C:25]=2[Cl:30])[CH:3]=1.C(Cl)Cl. Given the product [Cl:1][C:2]1[N:7]=[CH:6][C:5]([N:8]([CH3:23])[C:9](=[O:22])[C:10]([C:13]2[CH:18]=[C:17]([OH:19])[CH:16]=[C:15]([Cl:21])[CH:14]=2)([CH3:11])[CH3:12])=[C:4]([C:24]2[CH:29]=[CH:28][CH:27]=[CH:26][C:25]=2[Cl:30])[CH:3]=1, predict the reactants needed to synthesize it.